The task is: Regression. Given two drug SMILES strings and cell line genomic features, predict the synergy score measuring deviation from expected non-interaction effect.. This data is from NCI-60 drug combinations with 297,098 pairs across 59 cell lines. (1) Drug 1: CC1C(C(=O)NC(C(=O)N2CCCC2C(=O)N(CC(=O)N(C(C(=O)O1)C(C)C)C)C)C(C)C)NC(=O)C3=C4C(=C(C=C3)C)OC5=C(C(=O)C(=C(C5=N4)C(=O)NC6C(OC(=O)C(N(C(=O)CN(C(=O)C7CCCN7C(=O)C(NC6=O)C(C)C)C)C)C(C)C)C)N)C. Drug 2: C#CCC(CC1=CN=C2C(=N1)C(=NC(=N2)N)N)C3=CC=C(C=C3)C(=O)NC(CCC(=O)O)C(=O)O. Cell line: UACC-257. Synergy scores: CSS=62.2, Synergy_ZIP=6.51, Synergy_Bliss=2.01, Synergy_Loewe=-25.5, Synergy_HSA=-0.603. (2) Drug 1: CC1=C(N=C(N=C1N)C(CC(=O)N)NCC(C(=O)N)N)C(=O)NC(C(C2=CN=CN2)OC3C(C(C(C(O3)CO)O)O)OC4C(C(C(C(O4)CO)O)OC(=O)N)O)C(=O)NC(C)C(C(C)C(=O)NC(C(C)O)C(=O)NCCC5=NC(=CS5)C6=NC(=CS6)C(=O)NCCC[S+](C)C)O. Drug 2: C1CNP(=O)(OC1)N(CCCl)CCCl. Cell line: HCT-15. Synergy scores: CSS=38.8, Synergy_ZIP=9.92, Synergy_Bliss=11.0, Synergy_Loewe=-24.8, Synergy_HSA=8.55.